This data is from Reaction yield outcomes from USPTO patents with 853,638 reactions. The task is: Predict the reaction yield, written as a fraction of the theoretical maximum amount of product (1.0 means a 100% yield; for example, 0.34 means a 34% yield). (1) The reactants are [H-].[Li+].C([Al+]CC(C)C)C(C)C.[H-].C([O:16][C:17](=O)[C:18]1[CH:23]=[CH:22][CH:21]=[C:20]([CH:24]([CH3:26])[CH3:25])[C:19]=1[O:27][CH2:28][CH2:29][CH3:30])CC. The catalyst is C1COCC1. The product is [CH:24]([C:20]1[C:19]([O:27][CH2:28][CH2:29][CH3:30])=[C:18]([CH2:17][OH:16])[CH:23]=[CH:22][CH:21]=1)([CH3:26])[CH3:25]. The yield is 0.970. (2) The reactants are [C:1]1([CH2:7][CH2:8][CH2:9][Br:10])[CH:6]=[CH:5][CH:4]=[CH:3][CH:2]=1.[N:11]1[CH:16]=[CH:15][C:14]([C:17]2[CH:22]=[CH:21][N:20]=[CH:19][CH:18]=2)=[CH:13][CH:12]=1. The catalyst is C1(C)C=CC=CC=1. The product is [Br-:10].[N:11]1[CH:16]=[CH:15][C:14]([C:17]2[CH:22]=[CH:21][N+:20]([CH2:9][CH2:8][CH2:7][C:1]3[CH:6]=[CH:5][CH:4]=[CH:3][CH:2]=3)=[CH:19][CH:18]=2)=[CH:13][CH:12]=1. The yield is 0.850. (3) The reactants are [Cl-].O[NH3+:3].[C:4](=[O:7])([O-])[OH:5].[Na+].CS(C)=O.[CH2:13]([C:15]1[N:16]([C:40]2[CH:45]=[CH:44][C:43]([O:46][CH3:47])=[CH:42][CH:41]=2)[C:17](=[O:39])[C:18]([CH2:24][C:25]2[CH:30]=[CH:29][C:28]([C:31]3[C:32]([C:37]#[N:38])=[CH:33][CH:34]=[CH:35][CH:36]=3)=[CH:27][CH:26]=2)=[C:19]([CH2:21][CH2:22][CH3:23])[N:20]=1)[CH3:14]. The yield is 0.510. The catalyst is C(OCC)(=O)C. The product is [CH2:13]([C:15]1[N:16]([C:40]2[CH:45]=[CH:44][C:43]([O:46][CH3:47])=[CH:42][CH:41]=2)[C:17](=[O:39])[C:18]([CH2:24][C:25]2[CH:30]=[CH:29][C:28]([C:31]3[CH:36]=[CH:35][CH:34]=[CH:33][C:32]=3[C:37]3[NH:3][C:4](=[O:7])[O:5][N:38]=3)=[CH:27][CH:26]=2)=[C:19]([CH2:21][CH2:22][CH3:23])[N:20]=1)[CH3:14]. (4) The reactants are [O:1]1[CH2:4][C:3](=O)[CH2:2]1.C1(P(C2C=CC=CC=2)(C2C=CC=CC=2)=[CH:13][C:14]([O:16][CH2:17][CH3:18])=[O:15])C=CC=CC=1. The catalyst is C(Cl)Cl. The product is [CH2:17]([O:16][C:14](=[O:15])[CH:13]=[C:3]1[CH2:2][O:1][CH2:4]1)[CH3:18]. The yield is 0.790.